Dataset: Full USPTO retrosynthesis dataset with 1.9M reactions from patents (1976-2016). Task: Predict the reactants needed to synthesize the given product. (1) Given the product [F:31][C:4]1[CH:3]=[C:2]([NH:1][C:57]([NH:56][C:54](=[O:55])[CH2:53][C:47]2[CH:48]=[CH:49][CH:50]=[CH:51][CH:52]=2)=[S:58])[CH:30]=[CH:29][C:5]=1[O:6][C:7]1[N:12]=[CH:11][N:10]=[C:9]([NH:13][C:14]([N:16]2[CH2:21][CH2:20][N:19]([CH:22]3[CH2:23][CH2:24][N:25]([CH3:28])[CH2:26][CH2:27]3)[CH2:18][CH2:17]2)=[O:15])[CH:8]=1, predict the reactants needed to synthesize it. The reactants are: [NH2:1][C:2]1[CH:30]=[CH:29][C:5]([O:6][C:7]2[N:12]=[CH:11][N:10]=[C:9]([NH:13][C:14]([N:16]3[CH2:21][CH2:20][N:19]([CH:22]4[CH2:27][CH2:26][N:25]([CH3:28])[CH2:24][CH2:23]4)[CH2:18][CH2:17]3)=[O:15])[CH:8]=2)=[C:4]([F:31])[CH:3]=1.[C@]12(CS(O)(=O)=O)C(C)(C)C(CC1)CC2=O.[C:47]1([CH2:53][C:54]([N:56]=[C:57]=[S:58])=[O:55])[CH:52]=[CH:51][CH:50]=[CH:49][CH:48]=1.C(OCC)C. (2) Given the product [C:57]([S:59][CH:20]1[CH2:19][CH2:18][N:17]([C:22]([C:29]2[CH:34]=[CH:33][CH:32]=[CH:31][CH:30]=2)([C:35]2[CH:36]=[CH:37][CH:38]=[CH:39][CH:40]=2)[C:23]2[CH:24]=[CH:25][CH:26]=[CH:27][CH:28]=2)[CH2:16]/[C:15]/1=[CH:14]\[C:12]1[N:11]=[N:10][N:9]([CH2:8][CH2:7][CH2:6][C:4]([O:3][CH2:1][CH3:2])=[O:5])[CH:13]=1)(=[O:60])[CH3:58], predict the reactants needed to synthesize it. The reactants are: [CH2:1]([O:3][C:4]([CH2:6][CH2:7][CH2:8][N:9]1[CH:13]=[C:12](/[CH:14]=[C:15]2\[CH2:16][N:17]([C:22]([C:35]3[CH:40]=[CH:39][CH:38]=[CH:37][CH:36]=3)([C:29]3[CH:34]=[CH:33][CH:32]=[CH:31][CH:30]=3)[C:23]3[CH:28]=[CH:27][CH:26]=[CH:25][CH:24]=3)[CH2:18][CH2:19][CH:20]\2O)[N:11]=[N:10]1)=[O:5])[CH3:2].C(OC(OCC(C)(C)C)N(C)C)C(C)(C)C.[C:57]([OH:60])(=[S:59])[CH3:58].O. (3) Given the product [F:29][CH:6]1[CH2:5][C@@:4]2([CH2:25][CH2:26][N:2]([CH3:1])[C:3]2=[O:27])[N:8]=[C:7]1[C:9]1[CH:14]=[C:13]([C:15]2[CH:16]=[CH:17][C:18]([C:21]([F:24])([F:23])[F:22])=[CH:19][CH:20]=2)[CH:12]=[CH:11][N:10]=1, predict the reactants needed to synthesize it. The reactants are: [CH3:1][N:2]1[CH2:26][CH2:25][C@:4]2([N:8]=[C:7]([C:9]3[CH:14]=[C:13]([C:15]4[CH:20]=[CH:19][C:18]([C:21]([F:24])([F:23])[F:22])=[CH:17][CH:16]=4)[CH:12]=[CH:11][N:10]=3)[CH2:6][CH2:5]2)[C:3]1=[O:27].[B-](F)(F)(F)[F:29].[B-](F)(F)(F)F.C1[N+]2(CCl)CC[N+](F)(CC2)C1.FC(F)(F)C(O)=O.[OH-].[Na+].